This data is from Reaction yield outcomes from USPTO patents with 853,638 reactions. The task is: Predict the reaction yield, written as a fraction of the theoretical maximum amount of product (1.0 means a 100% yield; for example, 0.34 means a 34% yield). (1) The reactants are C[O-].[Na+].C([O:7][C@@H:8]1[C@@H:17]([O:18]C(=O)C)[C@H:16]([O:22][C@@H:23]2[O:40][C@H:39]([CH2:41][O:42]C(=O)C)[C@H:34]([O:35]C(=O)C)[C@H:29]([O:30]C(=O)C)[C@H:24]2[O:25]C(=O)C)[C@@H:15]([CH2:46][O:47]C(=O)C)[O:14][C@H:9]1[O:10][CH2:11][CH2:12][Br:13])(=O)C. The catalyst is CO. The product is [C@@H:23]1([O:22][C@@H:16]2[C@@H:15]([CH2:46][OH:47])[O:14][C@@H:9]([O:10][CH2:11][CH2:12][Br:13])[C@H:8]([OH:7])[C@H:17]2[OH:18])[O:40][C@H:39]([CH2:41][OH:42])[C@H:34]([OH:35])[C@H:29]([OH:30])[C@H:24]1[OH:25]. The yield is 0.900. (2) The reactants are Cl.[CH3:2][O:3][C:4]1[CH:5]=[C:6]2[C:11](=[C:12]([N:14]3[CH2:19][CH2:18][N:17]([CH3:20])[CH2:16][CH2:15]3)[CH:13]=1)[O:10][CH:9]([C:21](O)=[O:22])[CH2:8][CH2:7]2.[CH3:24][N:25]([CH3:41])[C:26]([N:28]1[CH2:33][CH2:32][N:31]([C:34]2[CH:39]=[CH:38][C:37]([NH2:40])=[CH:36][CH:35]=2)[CH2:30][CH2:29]1)=[O:27]. No catalyst specified. The product is [CH3:2][O:3][C:4]1[CH:5]=[C:6]2[C:11](=[C:12]([N:14]3[CH2:15][CH2:16][N:17]([CH3:20])[CH2:18][CH2:19]3)[CH:13]=1)[O:10][CH:9]([C:21]([NH:40][C:37]1[CH:38]=[CH:39][C:34]([N:31]3[CH2:30][CH2:29][N:28]([C:26]([N:25]([CH3:41])[CH3:24])=[O:27])[CH2:33][CH2:32]3)=[CH:35][CH:36]=1)=[O:22])[CH2:8][CH2:7]2. The yield is 0.580. (3) The reactants are C(O)(=O)C.C(O[BH-](OC(=O)C)OC(=O)C)(=O)C.[Na+].[NH2:19][CH:20]([C:23]1[N:28]([CH2:29][C:30]2[CH:35]=[CH:34][CH:33]=[CH:32][CH:31]=2)[C:27](=[O:36])[C:26]2=[CH:37][CH:38]=[CH:39][N:25]2[N:24]=1)[CH2:21][CH3:22].[C:40]1(=O)[CH2:45][CH2:44][CH2:43][CH2:42][CH2:41]1. The catalyst is ClCCCl. The product is [CH2:29]([N:28]1[C:27](=[O:36])[C:26]2=[CH:37][CH:38]=[CH:39][N:25]2[N:24]=[C:23]1[CH:20]([NH:19][CH:40]1[CH2:45][CH2:44][CH2:43][CH2:42][CH2:41]1)[CH2:21][CH3:22])[C:30]1[CH:31]=[CH:32][CH:33]=[CH:34][CH:35]=1. The yield is 0.910. (4) The reactants are Br[C:2]1[CH:3]=[C:4]([N:22]([CH:24]2[CH2:28][CH2:27][CH2:26][CH2:25]2)[CH3:23])[C:5]([CH3:21])=[C:6]([CH:20]=1)[C:7]([NH:9][CH2:10][C:11]1[C:12](=[O:19])[NH:13][C:14]([CH3:18])=[CH:15][C:16]=1[CH3:17])=[O:8].[O:29]1[CH2:34][CH2:33][N:32]([CH2:35][CH2:36][N:37]2[CH:41]=[C:40](B(O)O)[CH:39]=[N:38]2)[CH2:31][CH2:30]1.C([O-])([O-])=O.[Na+].[Na+].C(Cl)Cl. The catalyst is O1CCOCC1.C1C=CC([P]([Pd]([P](C2C=CC=CC=2)(C2C=CC=CC=2)C2C=CC=CC=2)([P](C2C=CC=CC=2)(C2C=CC=CC=2)C2C=CC=CC=2)[P](C2C=CC=CC=2)(C2C=CC=CC=2)C2C=CC=CC=2)(C2C=CC=CC=2)C2C=CC=CC=2)=CC=1. The product is [CH:24]1([N:22]([CH3:23])[C:4]2[C:5]([CH3:21])=[C:6]([CH:20]=[C:2]([C:40]3[CH:39]=[N:38][N:37]([CH2:36][CH2:35][N:32]4[CH2:33][CH2:34][O:29][CH2:30][CH2:31]4)[CH:41]=3)[CH:3]=2)[C:7]([NH:9][CH2:10][C:11]2[C:12](=[O:19])[NH:13][C:14]([CH3:18])=[CH:15][C:16]=2[CH3:17])=[O:8])[CH2:28][CH2:27][CH2:26][CH2:25]1. The yield is 0.660.